Dataset: Full USPTO retrosynthesis dataset with 1.9M reactions from patents (1976-2016). Task: Predict the reactants needed to synthesize the given product. (1) Given the product [CH2:5]([C:8]1[C:9]([F:14])=[N:10][CH:11]=[CH:12][CH:13]=1)[CH2:6][CH3:7], predict the reactants needed to synthesize it. The reactants are: C(O[CH:5]([C:8]1[C:9]([F:14])=[N:10][CH:11]=[CH:12][CH:13]=1)[CH2:6][CH3:7])(=O)C.[H][H]. (2) Given the product [CH2:1]([O:8][C:9]1[CH:14]=[CH:13][C:12]([CH:15]([OH:16])[CH2:17][NH:29][CH2:28][C:18]23[CH2:27][CH:22]4[CH2:21][CH:20]([CH2:26][CH:24]([CH2:23]4)[CH2:25]2)[CH2:19]3)=[CH:11][CH:10]=1)[C:2]1[CH:7]=[CH:6][CH:5]=[CH:4][CH:3]=1, predict the reactants needed to synthesize it. The reactants are: [CH2:1]([O:8][C:9]1[CH:14]=[CH:13][C:12]([CH:15]2[CH2:17][O:16]2)=[CH:11][CH:10]=1)[C:2]1[CH:7]=[CH:6][CH:5]=[CH:4][CH:3]=1.[C:18]12([CH2:28][NH2:29])[CH2:27][CH:22]3[CH2:23][CH:24]([CH2:26][CH:20]([CH2:21]3)[CH2:19]1)[CH2:25]2. (3) The reactants are: [CH3:1][NH:2][C:3](=[S:6])[NH:4][NH2:5].[C:7](O)(=O)[C:8]1[CH:13]=[CH:12][CH:11]=[N:10][CH:9]=1.CCN=C=NCCCN(C)C.C1C=CC2N(O)N=NC=2C=1.[OH-].[Na+].Cl.[Cl-].[Na+]. Given the product [CH3:1][N:2]1[C:7]([C:8]2[CH:9]=[N:10][CH:11]=[CH:12][CH:13]=2)=[N:5][N:4]=[C:3]1[SH:6], predict the reactants needed to synthesize it.